Dataset: Forward reaction prediction with 1.9M reactions from USPTO patents (1976-2016). Task: Predict the product of the given reaction. (1) Given the reactants [CH3:1][C:2]1[N:11]([C:12]2[CH:17]=[CH:16][C:15]([C:18]#[C:19][C:20]3[CH:25]=[CH:24][CH:23]=[CH:22][CH:21]=3)=[CH:14][C:13]=2[CH3:26])[C:10](=[O:27])[C:9]2[C:4](=[CH:5][CH:6]=[CH:7][CH:8]=2)[N:3]=1.[OH:28][C:29]1[CH:36]=[CH:35][C:32]([CH:33]=O)=[CH:31][CH:30]=1, predict the reaction product. The product is: [OH:28][C:29]1[CH:36]=[CH:35][C:32](/[CH:33]=[CH:1]/[C:2]2[N:11]([C:12]3[CH:17]=[CH:16][C:15]([C:18]#[C:19][C:20]4[CH:25]=[CH:24][CH:23]=[CH:22][CH:21]=4)=[CH:14][C:13]=3[CH3:26])[C:10](=[O:27])[C:9]3[C:4](=[CH:5][CH:6]=[CH:7][CH:8]=3)[N:3]=2)=[CH:31][CH:30]=1. (2) Given the reactants Cl[C:2]1[N:7]2[N:8]=[CH:9][CH:10]=[C:6]2[N:5]=[C:4]([C:11]2[CH:16]=[CH:15][C:14]([C:17]([F:20])([F:19])[F:18])=[CH:13][CH:12]=2)[CH:3]=1.[CH3:21][Zn]C.[C:24]1(C)C=CC=C[CH:25]=1.[NH4+].[Cl-], predict the reaction product. The product is: [C:24]([C:10]1[CH:9]=[N:8][N:7]2[C:2]([CH3:21])=[CH:3][C:4]([C:11]3[CH:16]=[CH:15][C:14]([C:17]([F:20])([F:19])[F:18])=[CH:13][CH:12]=3)=[N:5][C:6]=12)#[CH:25].